This data is from Forward reaction prediction with 1.9M reactions from USPTO patents (1976-2016). The task is: Predict the product of the given reaction. (1) The product is: [CH3:22][O:21][C:11]1[CH:10]=[C:9]([NH:8][C:4]2[N:3]=[C:2]([O:23][C:24]3[CH:29]=[CH:28][CH:27]=[CH:26][C:25]=3[C:30]([F:31])([F:32])[F:33])[N:7]=[CH:6][N:5]=2)[CH:14]=[CH:13][C:12]=1[N:15]1[CH:19]=[C:18]([CH3:20])[N:17]=[CH:16]1. Given the reactants Cl[C:2]1[N:7]=[CH:6][N:5]=[C:4]([NH:8][C:9]2[CH:14]=[CH:13][C:12]([N:15]3[CH:19]=[C:18]([CH3:20])[N:17]=[CH:16]3)=[C:11]([O:21][CH3:22])[CH:10]=2)[N:3]=1.[OH:23][C:24]1[CH:29]=[CH:28][CH:27]=[CH:26][C:25]=1[C:30]([F:33])([F:32])[F:31], predict the reaction product. (2) Given the reactants [CH:1]1[CH:6]=[N+:5]([C@@H:7]2[O:11][C@H:10]([CH2:12][O:13][P:14]([O:17][P:18]([O:21][CH2:22][C@H:23]3[O:27][C@@H:26]([N:28]4[C:32]5[N:33]=[CH:34][N:35]=[C:36]([NH2:37])[C:31]=5[N:30]=[CH:29]4)[C@H:25]([O:38][P:39]([OH:42])([OH:41])=[O:40])[C@@H:24]3[OH:43])([OH:20])=[O:19])([OH:16])=[O:15])[C@@H:9]([OH:44])[C@H:8]2[OH:45])[CH:4]=[C:3]([C:46]([NH2:48])=[O:47])[CH:2]=1.P(OC[C@@H](O)[C@@H](O)[C@H](O)[C@@H](O)C=O)(O)(O)=O, predict the reaction product. The product is: [CH:34]1[N:35]=[C:36]([NH2:37])[C:31]2[N:30]=[CH:29][N:28]([C@@H:26]3[O:27][C@H:23]([CH2:22][O:21][P:18]([O:17][P:14]([O:13][CH2:12][C@H:10]4[O:11][C@@H:7]([N:5]5[CH:4]=[C:3]([C:46]([NH2:48])=[O:47])[CH2:2][CH:1]=[CH:6]5)[C@H:8]([OH:45])[C@@H:9]4[OH:44])([OH:16])=[O:15])([OH:20])=[O:19])[C@@H:24]([OH:43])[C@H:25]3[O:38][P:39]([OH:42])([OH:41])=[O:40])[C:32]=2[N:33]=1. (3) Given the reactants [CH3:1][O:2][N:3]=[C:4]([CH2:14][F:15])[CH2:5][C:6]1[CH:11]=[CH:10][C:9]([Cl:12])=[CH:8][C:7]=1[Cl:13].C([BH3-])#N.[Na+], predict the reaction product. The product is: [Cl:13][C:7]1[CH:8]=[C:9]([Cl:12])[CH:10]=[CH:11][C:6]=1[CH2:5][CH:4]([NH:3][O:2][CH3:1])[CH2:14][F:15]. (4) Given the reactants [Cl:1][C:2]1[CH:7]=[CH:6][C:5]([C:8]([C:11]2[N:15]([C:16]3[CH:21]=[CH:20][C:19]([F:22])=[CH:18][CH:17]=3)[C:14]([S:23][CH2:24][C:25]3[C:30]([F:31])=[CH:29][C:28]([S:32]([OH:35])(=O)=[O:33])=[CH:27][C:26]=3[F:36])=[N:13][CH:12]=2)([CH3:10])[CH3:9])=[CH:4][C:3]=1[O:37][CH3:38].S(Cl)(Cl)=O.Cl.[Cl-].[NH2:45][C@H:46]([C:54]([O:56][CH3:57])=[O:55])[CH2:47][CH2:48][CH2:49][N+:50]([CH3:53])([CH3:52])[CH3:51].C([O-])([O-])=O.[Na+].[Na+], predict the reaction product. The product is: [Cl-:1].[Cl:1][C:2]1[CH:7]=[CH:6][C:5]([C:8]([C:11]2[N:15]([C:16]3[CH:21]=[CH:20][C:19]([F:22])=[CH:18][CH:17]=3)[C:14]([S:23][CH2:24][C:25]3[C:30]([F:31])=[CH:29][C:28]([S:32]([NH:45][C@H:46]([C:54]([O:56][CH3:57])=[O:55])[CH2:47][CH2:48][CH2:49][N+:50]([CH3:52])([CH3:51])[CH3:53])(=[O:33])=[O:35])=[CH:27][C:26]=3[F:36])=[N:13][CH:12]=2)([CH3:10])[CH3:9])=[CH:4][C:3]=1[O:37][CH3:38]. (5) The product is: [CH:10]1([C:5]2[CH:6]=[CH:7][CH:8]=[CH:9][C:4]=2[NH2:1])[CH2:11][CH2:12][CH2:13][CH2:14][CH2:15][CH2:16]1. Given the reactants [N+:1]([C:4]1[CH:9]=[CH:8][CH:7]=[CH:6][C:5]=1[C:10]1[CH2:16][CH2:15][CH2:14][CH2:13][CH2:12][CH:11]=1)([O-])=O, predict the reaction product. (6) Given the reactants [NH2:1][CH:2]([C:11]1[C:16]([O:17][CH3:18])=[CH:15][CH:14]=[CH:13][C:12]=1[O:19][CH3:20])[CH2:3][CH:4]([CH3:10])[C:5]([O:7]CC)=O.[N:21]1([C:26]2[CH:27]=[C:28]([CH:31]=[CH:32][N:33]=2)[CH:29]=O)[CH:25]=[CH:24][CH:23]=[N:22]1, predict the reaction product. The product is: [N:21]1([C:26]2[CH:27]=[C:28]([CH2:29][N:1]3[CH:2]([C:11]4[C:12]([O:19][CH3:20])=[CH:13][CH:14]=[CH:15][C:16]=4[O:17][CH3:18])[CH2:3][CH:4]([CH3:10])[C:5]3=[O:7])[CH:31]=[CH:32][N:33]=2)[CH:25]=[CH:24][CH:23]=[N:22]1. (7) The product is: [NH2:1][C:2]1[CH:10]=[C:9]([O:11][CH3:12])[CH:8]=[C:7]([O:13][CH3:14])[C:3]=1[C:4]([O:6][CH3:15])=[O:5]. Given the reactants [NH2:1][C:2]1[CH:10]=[C:9]([O:11][CH3:12])[CH:8]=[C:7]([O:13][CH3:14])[C:3]=1[C:4]([OH:6])=[O:5].[CH3:15][Si](C=[N+]=[N-])(C)C, predict the reaction product. (8) Given the reactants [NH2:1][C:2]1[CH:6]=[C:5]([C:7]2[CH:12]=[CH:11][N:10]=[CH:9][CH:8]=2)[S:4][C:3]=1[C:13]([NH2:15])=[O:14].[C:16]([O:22][CH3:23])(=[O:21])[CH2:17][C:18]([CH3:20])=O, predict the reaction product. The product is: [CH3:20][C:18]1([CH2:17][C:16]([O:22][CH3:23])=[O:21])[NH:1][C:2]2[CH:6]=[C:5]([C:7]3[CH:8]=[CH:9][N:10]=[CH:11][CH:12]=3)[S:4][C:3]=2[C:13](=[O:14])[NH:15]1. (9) Given the reactants [CH2:1]([O:3][C:4](=[O:23])[C@@H:5]([O:21][CH3:22])[CH2:6][C:7]1[CH:12]=[CH:11][C:10](OS(C(F)(F)F)(=O)=O)=[CH:9][CH:8]=1)[CH3:2].[CH2:24]([OH:27])[C:25]#[CH:26].C(N(CC)CC)C, predict the reaction product. The product is: [CH2:1]([O:3][C:4](=[O:23])[C@@H:5]([O:21][CH3:22])[CH2:6][C:7]1[CH:12]=[CH:11][C:10]([C:26]#[C:25][CH2:24][OH:27])=[CH:9][CH:8]=1)[CH3:2].